The task is: Predict the product of the given reaction.. This data is from Forward reaction prediction with 1.9M reactions from USPTO patents (1976-2016). (1) The product is: [C:1]([N:4]1[C:13]2[C:8](=[CH:9][C:10]([N:14]3[CH2:15][CH2:16][N:17]([C:20]([O:22][C:23]([CH3:26])([CH3:25])[CH3:24])=[O:21])[CH2:18][CH2:19]3)=[CH:11][CH:12]=2)[C@H:7]([NH:27][C:31]2[CH:40]=[CH:39][C:34]([C:35](=[O:36])[NH:37][CH3:38])=[CH:33][CH:32]=2)[C@@H:6]([CH3:28])[C@@H:5]1[CH3:29])(=[O:3])[CH3:2]. Given the reactants [C:1]([N:4]1[C:13]2[C:8](=[CH:9][C:10]([N:14]3[CH2:19][CH2:18][N:17]([C:20]([O:22][C:23]([CH3:26])([CH3:25])[CH3:24])=[O:21])[CH2:16][CH2:15]3)=[CH:11][CH:12]=2)[C@H:7]([NH2:27])[C@@H:6]([CH3:28])[C@@H:5]1[CH3:29])(=[O:3])[CH3:2].Br[C:31]1[CH:40]=[CH:39][C:34]([C:35]([NH:37][CH3:38])=[O:36])=[CH:33][CH:32]=1.CC(C)([O-])C.[Na+].CN(C1C(C2C(P(C3CCCCC3)C3CCCCC3)=CC=CC=2)=CC=CC=1)C, predict the reaction product. (2) Given the reactants [N:1]1[C:8]([NH2:9])=[N:7][C:5]([NH2:6])=[N:4][C:2]=1[NH2:3].[OH-:10].[Mg+2:11].[OH-].[P:13](=[O:17])([OH:16])([OH:15])[OH:14], predict the reaction product. The product is: [OH2:14].[OH2:10].[P:13]([O-:17])([O-:16])([O-:15])=[O:14].[Mg+2:11].[N:1]1[C:8]([NH2:9])=[N:7][C:5]([NH2:6])=[N:4][C:2]=1[NH2:3].[P:13]([O-:17])([O-:16])([O-:15])=[O:14].[Mg+2:11].[Mg+2:11].